This data is from Reaction yield outcomes from USPTO patents with 853,638 reactions. The task is: Predict the reaction yield, written as a fraction of the theoretical maximum amount of product (1.0 means a 100% yield; for example, 0.34 means a 34% yield). (1) The reactants are [OH:1][NH:2][CH:3]([C:21]1[CH:26]=[CH:25][CH:24]=[CH:23][CH:22]=1)[CH2:4][S:5]([N:8]1[CH2:13][CH2:12][N:11]([C:14]2[CH:19]=[CH:18][C:17]([F:20])=[CH:16][CH:15]=2)[CH2:10][CH2:9]1)(=[O:7])=[O:6].[C:27](OC(=O)C)(=[O:29])C. The catalyst is C1COCC1.C(O)=O. The product is [CH:27]([N:2]([CH:3]([C:21]1[CH:26]=[CH:25][CH:24]=[CH:23][CH:22]=1)[CH2:4][S:5]([N:8]1[CH2:13][CH2:12][N:11]([C:14]2[CH:19]=[CH:18][C:17]([F:20])=[CH:16][CH:15]=2)[CH2:10][CH2:9]1)(=[O:6])=[O:7])[OH:1])=[O:29]. The yield is 0.610. (2) The reactants are C[Si]([N-][Si](C)(C)C)(C)C.[K+].[F:11][C:12]1[C:28]([C:29]#[C:30][C:31]([C:34]2[CH:38]=[C:37]([CH:39]=O)[O:36][N:35]=2)([OH:33])[CH3:32])=[CH:27][C:15]2[C:16]3[N:17]([CH:21]=[C:22]([C:24]([NH2:26])=[O:25])[N:23]=3)[CH2:18][CH2:19][O:20][C:14]=2[CH:13]=1.O.[CH3:42]C#N. The catalyst is C1(C)C=CC=CC=1.O1CCCC1. The product is [F:11][C:12]1[C:28]([C:29]#[C:30][C:31]([OH:33])([C:34]2[CH:38]=[C:37]([CH:39]=[CH2:42])[O:36][N:35]=2)[CH3:32])=[CH:27][C:15]2[C:16]3[N:17]([CH:21]=[C:22]([C:24]([NH2:26])=[O:25])[N:23]=3)[CH2:18][CH2:19][O:20][C:14]=2[CH:13]=1. The yield is 0.100. (3) The reactants are [CH3:1][O:2][C:3](=[O:20])[C:4]1[CH:9]=[CH:8][C:7]([CH2:10][CH:11]2[CH2:18][CH2:17][CH2:16][CH2:15][CH2:14][CH2:13][C:12]2=[O:19])=[CH:6][CH:5]=1.C[Si]([N-][Si](C)(C)C)(C)C.[K+].N(C1C=CC=CC=1)([S:32]([C:35]([F:38])([F:37])[F:36])(=[O:34])=[O:33])[S:32]([C:35]([F:38])([F:37])[F:36])(=[O:34])=[O:33]. The catalyst is C1COCC1. The product is [CH3:1][O:2][C:3](=[O:20])[C:4]1[CH:5]=[CH:6][C:7]([CH2:10][CH:11]2[CH2:18][CH2:17][CH2:16][CH2:15][CH2:14][CH:13]=[C:12]2[O:19][S:32]([C:35]([F:38])([F:37])[F:36])(=[O:34])=[O:33])=[CH:8][CH:9]=1. The yield is 0.680. (4) The reactants are [H-].[Na+].[F:3][C:4]1[CH:9]=[CH:8][CH:7]=[CH:6][C:5]=1[OH:10].[Cl:11][C:12]1[CH:17]=[C:16](Cl)[N:15]=[CH:14][N:13]=1.O. The catalyst is C1COCC1.C(OCC)(=O)C. The product is [Cl:11][C:12]1[CH:17]=[C:16]([O:10][C:5]2[CH:6]=[CH:7][CH:8]=[CH:9][C:4]=2[F:3])[N:15]=[CH:14][N:13]=1. The yield is 0.650. (5) The reactants are [Br:1][C:2]1[CH:3]=[C:4]2[CH:10]=[CH:9][NH:8][C:5]2=[N:6][CH:7]=1.[I:11]N1C(=O)CCC1=O.C(OCC)(=O)C. The catalyst is CC(C)=O.CCCCCC. The product is [Br:1][C:2]1[CH:3]=[C:4]2[C:10]([I:11])=[CH:9][NH:8][C:5]2=[N:6][CH:7]=1. The yield is 0.870.